The task is: Predict the product of the given reaction.. This data is from Forward reaction prediction with 1.9M reactions from USPTO patents (1976-2016). (1) Given the reactants [CH2:1]([O:8][C:9]([NH:11][C@H:12]1[CH2:17][CH2:16][CH2:15][C@@H:14]([C:18]([OH:20])=O)[CH2:13]1)=[O:10])[C:2]1[CH:7]=[CH:6][CH:5]=[CH:4][CH:3]=1.[N:21]1C=CC=CC=1.C(OC(OC(C)(C)C)=O)(OC(C)(C)C)=O.C(=O)(O)[O-].[NH4+], predict the reaction product. The product is: [C:18]([C@@H:14]1[CH2:15][CH2:16][CH2:17][C@H:12]([NH:11][C:9](=[O:10])[O:8][CH2:1][C:2]2[CH:7]=[CH:6][CH:5]=[CH:4][CH:3]=2)[CH2:13]1)(=[O:20])[NH2:21]. (2) Given the reactants [Cl:1][C:2]1[CH:3]=[CH:4][C:5]2[N:11]([CH2:12][C:13]([CH3:17])([CH3:16])[CH2:14][OH:15])[C:10](=[O:18])[C@@H:9]([CH2:19][C:20]([NH:22][CH2:23][CH2:24][CH2:25][CH2:26][CH2:27][C:28]([O:30]C)=[O:29])=[O:21])[O:8][C@H:7]([C:32]3[CH:37]=[CH:36][CH:35]=[C:34]([O:38][CH3:39])[C:33]=3[O:40][CH3:41])[C:6]=2[CH:42]=1.[OH-].[Na+].C(O)C, predict the reaction product. The product is: [Cl:1][C:2]1[CH:3]=[CH:4][C:5]2[N:11]([CH2:12][C:13]([CH3:16])([CH3:17])[CH2:14][OH:15])[C:10](=[O:18])[C@@H:9]([CH2:19][C:20]([NH:22][CH2:23][CH2:24][CH2:25][CH2:26][CH2:27][C:28]([OH:30])=[O:29])=[O:21])[O:8][C@H:7]([C:32]3[CH:37]=[CH:36][CH:35]=[C:34]([O:38][CH3:39])[C:33]=3[O:40][CH3:41])[C:6]=2[CH:42]=1. (3) Given the reactants [CH2:1]([O:3][C:4](=[O:29])[C:5]([O:22][C:23]1[CH:28]=[CH:27][CH:26]=[CH:25][CH:24]=1)([CH3:21])[CH2:6][C:7]1[CH:12]=[CH:11][C:10]([O:13]CC2C=CC=CC=2)=[CH:9][CH:8]=1)[CH3:2], predict the reaction product. The product is: [CH2:1]([O:3][C:4](=[O:29])[C:5]([CH3:21])([O:22][C:23]1[CH:28]=[CH:27][CH:26]=[CH:25][CH:24]=1)[CH2:6][C:7]1[CH:12]=[CH:11][C:10]([OH:13])=[CH:9][CH:8]=1)[CH3:2]. (4) Given the reactants C([O:3][C:4]([C:6]1[CH:7]=[N:8][N:9]([C:11]2[NH:20][C:19](=[O:21])[C:18]3[C:13](=[CH:14][CH:15]=[C:16]([C:22]4[CH:27]=[CH:26][CH:25]=[CH:24][C:23]=4[CH3:28])[CH:17]=3)[N:12]=2)[CH:10]=1)=[O:5])C.[OH-].[K+], predict the reaction product. The product is: [O:21]=[C:19]1[C:18]2[C:13](=[CH:14][CH:15]=[C:16]([C:22]3[CH:27]=[CH:26][CH:25]=[CH:24][C:23]=3[CH3:28])[CH:17]=2)[N:12]=[C:11]([N:9]2[CH:10]=[C:6]([C:4]([OH:5])=[O:3])[CH:7]=[N:8]2)[NH:20]1. (5) Given the reactants [C:1]([O:5][C:6]([N:8]1[C:34]2[C:29](=[CH:30][CH:31]=[C:32](Br)[CH:33]=2)[C:10]2([CH:15]([C:16]3[CH:21]=[CH:20][CH:19]=[C:18]([Cl:22])[CH:17]=3)[CH2:14][C:13](=[O:23])[NH:12][CH:11]2[C:24]2([CH2:27][CH3:28])[CH2:26][CH2:25]2)[C:9]1=[O:36])=[O:7])([CH3:4])([CH3:3])[CH3:2].[CH:37]1(B(O)O)[CH2:39][CH2:38]1.[O-]P([O-])([O-])=O.[K+].[K+].[K+].O, predict the reaction product. The product is: [C:1]([O:5][C:6]([N:8]1[C:34]2[C:29](=[CH:30][CH:31]=[C:32]([CH:37]3[CH2:39][CH2:38]3)[CH:33]=2)[C:10]2([CH:15]([C:16]3[CH:21]=[CH:20][CH:19]=[C:18]([Cl:22])[CH:17]=3)[CH2:14][C:13](=[O:23])[NH:12][CH:11]2[C:24]2([CH2:27][CH3:28])[CH2:26][CH2:25]2)[C:9]1=[O:36])=[O:7])([CH3:4])([CH3:3])[CH3:2]. (6) Given the reactants [NH:1]1[CH2:6][CH2:5][CH2:4][CH2:3][C@H:2]1[CH2:7][OH:8].[Cl:9][C:10]1[CH:15]=[C:14]([NH:16][C:17]2[C:26]3[C:21](=[CH:22][CH:23]=[CH:24][C:25]=3F)[N:20]=[CH:19][N:18]=2)[CH:13]=[CH:12][C:11]=1[OH:28], predict the reaction product. The product is: [Cl:9][C:10]1[CH:15]=[C:14]([NH:16][C:17]2[C:26]3[C:21](=[CH:22][CH:23]=[CH:24][C:25]=3[O:8][CH2:7][C@@H:2]3[CH2:3][CH2:4][CH2:5][CH2:6][NH:1]3)[N:20]=[CH:19][N:18]=2)[CH:13]=[CH:12][C:11]=1[OH:28]. (7) Given the reactants [Cl:1][C:2]1[C:10]([Cl:11])=[CH:9][CH:8]=[CH:7][C:3]=1[C:4]([OH:6])=O.[NH2:12][CH2:13][CH:14]([C:23]1[CH:24]=[CH:25][C:26](=[O:30])[N:27]([CH3:29])[CH:28]=1)[N:15]1[CH2:20][CH2:19][C:18]([F:22])([F:21])[CH2:17][CH2:16]1, predict the reaction product. The product is: [Cl:1][C:2]1[C:10]([Cl:11])=[CH:9][CH:8]=[CH:7][C:3]=1[C:4]([NH:12][CH2:13][CH:14]([N:15]1[CH2:20][CH2:19][C:18]([F:22])([F:21])[CH2:17][CH2:16]1)[C:23]1[CH:24]=[CH:25][C:26](=[O:30])[N:27]([CH3:29])[CH:28]=1)=[O:6]. (8) Given the reactants [Br:1][C:2]1[C:3]([F:21])=[CH:4][C:5]2[CH:11]3[CH2:12][CH:9]([CH2:10]3)[N:8]3[CH:13]=[C:14]([C:16]([O:18][CH3:19])=[O:17])[N:15]=[C:7]3[C:6]=2[CH:20]=1.[Cl:22][C:23]1[CH:30]=[CH:29][CH:28]=[CH:27][C:24]=1[CH2:25]Br, predict the reaction product. The product is: [Br:1][C:2]1[C:3]([F:21])=[CH:4][C:5]2[CH:11]3[CH2:10][CH:9]([CH2:12]3)[N:8]3[C:13]([CH2:25][C:24]4[CH:27]=[CH:28][CH:29]=[CH:30][C:23]=4[Cl:22])=[C:14]([C:16]([O:18][CH3:19])=[O:17])[N:15]=[C:7]3[C:6]=2[CH:20]=1. (9) The product is: [F:1][C:2]1[C:7]([O:8][Si:27]([CH3:34])([CH3:33])[CH3:26])=[C:6]([F:9])[C:5]([F:10])=[C:4]([F:11])[C:3]=1[F:12]. Given the reactants [F:1][C:2]1[C:7]([OH:8])=[C:6]([F:9])[C:5]([F:10])=[C:4]([F:11])[C:3]=1[F:12].S1(C2C(=CC=CC=2)C(=O)N1)(=O)=O.[Na].[CH3:26][Si:27]([CH3:34])([CH3:33])N[Si:27]([CH3:34])([CH3:33])[CH3:26], predict the reaction product. (10) Given the reactants [Cl:1][C:2]1[CH:39]=[CH:38][C:5]([CH2:6][C@@H:7]([NH:30]C(=O)OC(C)(C)C)[C:8]([N:10]2[CH2:15][CH2:14][CH:13]([N:16]([CH:24]3[CH2:29][CH2:28][CH2:27][CH2:26][CH2:25]3)[C:17]([N:19]([CH2:22][CH3:23])[CH2:20][CH3:21])=[O:18])[CH2:12][CH2:11]2)=[O:9])=[CH:4][CH:3]=1, predict the reaction product. The product is: [Cl:1][C:2]1[CH:3]=[CH:4][C:5]([CH2:6][C@H:7]([C:8]([N:10]2[CH2:11][CH2:12][CH:13]([N:16]([CH:24]3[CH2:29][CH2:28][CH2:27][CH2:26][CH2:25]3)[C:17]([N:19]([CH2:20][CH3:21])[CH2:22][CH3:23])=[O:18])[CH2:14][CH2:15]2)=[O:9])[NH2:30])=[CH:38][CH:39]=1.